Dataset: Catalyst prediction with 721,799 reactions and 888 catalyst types from USPTO. Task: Predict which catalyst facilitates the given reaction. (1) Reactant: [Br:1][C:2]1[CH:7]=[C:6](C(O)=O)[N:5]=[C:4]([C:11]([O:13][CH3:14])=[O:12])[CH:3]=1.C([N:17]([CH2:20]C)CC)C.[C:22]([OH:26])([CH3:25])([CH3:24])[CH3:23].C1(P(N=[N+]=[N-])(C2C=CC=CC=2)=[O:34])C=CC=CC=1. Product: [Br:1][C:2]1[CH:7]=[C:6]([NH:17][C:20]([O:26][C:22]([CH3:25])([CH3:24])[CH3:23])=[O:34])[N:5]=[C:4]([C:11]([O:13][CH3:14])=[O:12])[CH:3]=1. The catalyst class is: 127. (2) Reactant: [CH3:1][C:2]([C:9]1[CH:14]=[CH:13][C:12]([Br:15])=[CH:11][CH:10]=1)([CH3:8])[C:3](=O)[C:4]([OH:6])=[O:5].[NH3:16].CO. Product: [Br:15][C:12]1[CH:13]=[CH:14][C:9]([C:2]([CH3:8])([CH3:1])[C@@H:3]([C:4]([OH:6])=[O:5])[NH2:16])=[CH:10][CH:11]=1. The catalyst class is: 7. (3) Reactant: [BH4-].[Na+].[CH2:3]([N:10]1[C:15]([CH3:17])([CH3:16])[CH2:14][O:13][C:12]([CH2:19][CH:20]=[O:21])([CH3:18])[C:11]1=[O:22])[C:4]1[CH:9]=[CH:8][CH:7]=[CH:6][CH:5]=1.O. Product: [CH2:3]([N:10]1[C:15]([CH3:17])([CH3:16])[CH2:14][O:13][C:12]([CH2:19][CH2:20][OH:21])([CH3:18])[C:11]1=[O:22])[C:4]1[CH:5]=[CH:6][CH:7]=[CH:8][CH:9]=1. The catalyst class is: 5. (4) Product: [CH2:13]([O:12][C:11]1[C:2]([NH:28][C:29]2[CH:30]=[CH:31][C:32]([C:33]([O:35][CH2:36][CH3:37])=[O:34])=[CH:38][CH:39]=2)=[CH:3][C:4]2[C:5]([CH:17]([CH3:19])[CH3:18])=[CH:6][CH2:7][C:8]([CH3:16])([CH3:15])[C:9]=2[CH:10]=1)[CH3:14]. Reactant: Br[C:2]1[CH:3]=[C:4]2[C:9](=[CH:10][C:11]=1[O:12][CH2:13][CH3:14])[C:8]([CH3:16])([CH3:15])[CH2:7][CH:6]=[C:5]2[CH:17]([CH3:19])[CH3:18].[O-]P([O-])([O-])=O.[K+].[K+].[K+].[NH2:28][C:29]1[CH:39]=[CH:38][C:32]([C:33]([O:35][CH2:36][CH3:37])=[O:34])=[CH:31][CH:30]=1. The catalyst class is: 187. (5) Reactant: [OH:1][C:2]1[CH:11]=[CH:10][CH:9]=[C:8]2[C:3]=1[C:4](=[O:13])[CH:5]=[CH:6][C:7]2=[O:12].[Br:14]Br.C(O)(=O)C.C(O)C. The catalyst class is: 22. Product: [CH:10]1[CH:11]=[C:2]([OH:1])[C:3]2[C:4]([C:5]([Br:14])=[CH:6][C:7](=[O:12])[C:8]=2[CH:9]=1)=[O:13]. (6) Reactant: [CH3:1][N:2]1[C:6]([CH3:7])=[C:5]([C:8]2[CH:9]=[C:10]([CH:19]=[CH:20][CH:21]=2)[CH2:11][CH2:12][O:13][CH2:14][CH2:15][C:16]([OH:18])=O)[CH:4]=[N:3]1.CCN(C(C)C)C(C)C.CN(C(ON1N=NC2C=CC=NC1=2)=[N+](C)C)C.F[P-](F)(F)(F)(F)F.[CH3:55][O:56][CH:57]([O:66][CH3:67])[CH2:58][NH:59][CH:60]1[CH2:65][CH2:64][CH2:63][CH2:62][CH2:61]1. Product: [CH:60]1([N:59]([CH2:58][CH:57]([O:66][CH3:67])[O:56][CH3:55])[C:16](=[O:18])[CH2:15][CH2:14][O:13][CH2:12][CH2:11][C:10]2[CH:19]=[CH:20][CH:21]=[C:8]([C:5]3[CH:4]=[N:3][N:2]([CH3:1])[C:6]=3[CH3:7])[CH:9]=2)[CH2:65][CH2:64][CH2:63][CH2:62][CH2:61]1. The catalyst class is: 3. (7) Reactant: C([N:8]1[CH2:12][C@H:11]([C:13]2[CH:18]=[CH:17][CH:16]=[CH:15][CH:14]=2)[C@@H:10]([CH2:19][O:20][Si:21]([C:24]([CH3:27])([CH3:26])[CH3:25])([CH3:23])[CH3:22])[CH2:9]1)C1C=CC=CC=1.C([O-])=O.[NH4+]. Product: [Si:21]([O:20][CH2:19][C@@H:10]1[C@@H:11]([C:13]2[CH:18]=[CH:17][CH:16]=[CH:15][CH:14]=2)[CH2:12][NH:8][CH2:9]1)([C:24]([CH3:27])([CH3:26])[CH3:25])([CH3:23])[CH3:22]. The catalyst class is: 105. (8) Reactant: [O:1]=[C:2]1[NH:7][CH2:6][CH2:5][N:4]([C:8]([O:10][C:11]([CH3:14])([CH3:13])[CH3:12])=[O:9])[CH2:3]1.[H-].[Na+].Br[CH2:18][CH2:19][CH:20]=[CH2:21]. The catalyst class is: 198. Product: [CH2:21]([N:7]1[CH2:6][CH2:5][N:4]([C:8]([O:10][C:11]([CH3:14])([CH3:13])[CH3:12])=[O:9])[CH2:3][C:2]1=[O:1])[CH2:20][CH:19]=[CH2:18]. (9) The catalyst class is: 15. Reactant: C[O:2][C:3]1[CH:8]=[CH:7][C:6]([C:9]2[C:14](=[O:15])[N:13]3[CH:16]=[CH:17][S:18][C:12]3=[N:11][C:10]=2[CH3:19])=[CH:5][CH:4]=1.Br. Product: [OH:2][C:3]1[CH:4]=[CH:5][C:6]([C:9]2[C:14](=[O:15])[N:13]3[CH:16]=[CH:17][S:18][C:12]3=[N:11][C:10]=2[CH3:19])=[CH:7][CH:8]=1.